Dataset: Forward reaction prediction with 1.9M reactions from USPTO patents (1976-2016). Task: Predict the product of the given reaction. Given the reactants [CH3:1][O:2][C:3](=[O:21])[C@@H:4]([NH:11][C:12](=[O:20])[C:13]1[CH:18]=[CH:17][CH:16]=[CH:15][C:14]=1[NH2:19])[C:5]1[CH:10]=[CH:9][CH:8]=[CH:7][CH:6]=1.Cl[C:23](OC(Cl)(Cl)Cl)=[O:24], predict the reaction product. The product is: [CH3:1][O:2][C:3](=[O:21])[C@@H:4]([N:11]1[C:12](=[O:20])[C:13]2[C:14](=[CH:15][CH:16]=[CH:17][CH:18]=2)[NH:19][C:23]1=[O:24])[C:5]1[CH:6]=[CH:7][CH:8]=[CH:9][CH:10]=1.